Predict the reactants needed to synthesize the given product. From a dataset of Full USPTO retrosynthesis dataset with 1.9M reactions from patents (1976-2016). (1) Given the product [NH2:1][C:2]1[S:3][C:4]([N:12]2[CH2:17][CH2:16][CH2:15][CH2:14][CH2:13]2)=[C:5]([C:7]([CH3:10])([CH3:9])[CH3:8])[N:6]=1, predict the reactants needed to synthesize it. The reactants are: [NH2:1][C:2]1[S:3][C:4](Br)=[C:5]([C:7]([CH3:10])([CH3:9])[CH3:8])[N:6]=1.[NH:12]1[CH2:17][CH2:16][CH2:15][CH2:14][CH2:13]1.C(=O)([O-])[O-].[K+].[K+].C(#N)C. (2) Given the product [F:1][C@H:2]1[C@@H:7]([O:8][C:9]2[CH:16]=[CH:15][C:14]([C:17]3[N:22]=[C:21]([NH:23][C:24]4[CH:25]=[CH:26][C:27]([C@H:30]5[CH2:34][CH2:33][CH2:32][N:31]5[CH:42]5[CH2:43][O:40][CH2:41]5)=[CH:28][CH:29]=4)[N:20]=[CH:19][N:18]=3)=[CH:13][C:10]=2[C:11]#[N:12])[CH2:6][CH2:5][N:4]([C:35](=[O:39])[C@@H:36]([OH:38])[CH3:37])[CH2:3]1, predict the reactants needed to synthesize it. The reactants are: [F:1][C@H:2]1[C@@H:7]([O:8][C:9]2[CH:16]=[CH:15][C:14]([C:17]3[N:22]=[C:21]([NH:23][C:24]4[CH:29]=[CH:28][C:27]([C@H:30]5[CH2:34][CH2:33][CH2:32][NH:31]5)=[CH:26][CH:25]=4)[N:20]=[CH:19][N:18]=3)=[CH:13][C:10]=2[C:11]#[N:12])[CH2:6][CH2:5][N:4]([C:35](=[O:39])[C@@H:36]([OH:38])[CH3:37])[CH2:3]1.[O:40]1[CH2:43][C:42](=O)[CH2:41]1.[BH3-]C#N.[Na+].C([O-])(O)=O.[Na+]. (3) Given the product [CH2:22]([C:2]1[N:7]=[C:6]([C:8]2[CH:20]=[CH:19][C:11]3[N:12]=[C:13]([NH:15][C:16](=[O:18])[CH3:17])[S:14][C:10]=3[CH:9]=2)[CH:5]=[CH:4][N:3]=1)[C:23]1[CH:28]=[CH:27][CH:26]=[CH:25][CH:24]=1, predict the reactants needed to synthesize it. The reactants are: Cl[C:2]1[N:7]=[C:6]([C:8]2[CH:20]=[CH:19][C:11]3[N:12]=[C:13]([NH:15][C:16](=[O:18])[CH3:17])[S:14][C:10]=3[CH:9]=2)[CH:5]=[CH:4][N:3]=1.[Br-].[CH2:22]([Zn+])[C:23]1[CH:28]=[CH:27][CH:26]=[CH:25][CH:24]=1. (4) Given the product [Cl:36][CH2:35][CH2:34][O:28][C:23]1[CH:24]=[CH:25][CH:26]=[CH:27][C:22]=1[C:19]([NH:18][C:14]1[C:13](=[O:29])[N:12]([C:10]2[CH:11]=[C:6]([CH:7]=[C:8]([F:31])[C:9]=2[CH3:30])[C:5]([NH:4][CH:1]2[CH2:2][CH2:3]2)=[O:32])[CH:17]=[CH:16][N:15]=1)([CH3:20])[CH3:21], predict the reactants needed to synthesize it. The reactants are: [CH:1]1([NH:4][C:5](=[O:32])[C:6]2[CH:11]=[C:10]([N:12]3[CH:17]=[CH:16][N:15]=[C:14]([NH:18][C:19]([C:22]4[CH:27]=[CH:26][CH:25]=[CH:24][C:23]=4[OH:28])([CH3:21])[CH3:20])[C:13]3=[O:29])[C:9]([CH3:30])=[C:8]([F:31])[CH:7]=2)[CH2:3][CH2:2]1.Br[CH2:34][CH2:35][Cl:36].